This data is from Forward reaction prediction with 1.9M reactions from USPTO patents (1976-2016). The task is: Predict the product of the given reaction. (1) Given the reactants [OH:1][CH2:2][CH2:3][C@@H:4]([NH:11][C:12]([C:14]1[CH:15]=[C:16]2[C:20](=[CH:21][CH:22]=1)[NH:19][N:18]=[C:17]2I)=[O:13])[C:5]1[CH:10]=[CH:9][CH:8]=[CH:7][CH:6]=1.[Cl:24][C:25]1[CH:38]=[C:37](B2OC(C)(C)C(C)(C)O2)[CH:36]=[CH:35][C:26]=1[O:27][CH:28]1[CH2:33][CH2:32][N:31]([CH3:34])[CH2:30][CH2:29]1.C([O-])([O-])=O.[Na+].[Na+], predict the reaction product. The product is: [Cl:24][C:25]1[CH:38]=[C:37]([C:17]2[C:16]3[C:20](=[CH:21][CH:22]=[C:14]([C:12]([NH:11][C@@H:4]([C:5]4[CH:10]=[CH:9][CH:8]=[CH:7][CH:6]=4)[CH2:3][CH2:2][OH:1])=[O:13])[CH:15]=3)[NH:19][N:18]=2)[CH:36]=[CH:35][C:26]=1[O:27][CH:28]1[CH2:33][CH2:32][N:31]([CH3:34])[CH2:30][CH2:29]1. (2) Given the reactants C(OC(=O)[C@@H](OC)CC1C=CC(OCC(O)=O)=CC=1)C.C(N)CCCCCC.[CH2:29]([O:31][C@@H:32]([CH2:36][C:37]1[CH:42]=[CH:41][C:40]([O:43][C@@H:44]([C:46](=[O:63])[NH:47][CH2:48][CH2:49][C:50]2C=[CH:54][C:53](OC3C=CC=CC=3)=[CH:52][CH:51]=2)C)=[CH:39][CH:38]=1)[C:33]([OH:35])=[O:34])C, predict the reaction product. The product is: [CH2:48]([NH:47][C:46]([CH2:44][O:43][C:40]1[CH:41]=[CH:42][C:37]([CH2:36][C@H:32]([O:31][CH3:29])[C:33]([OH:35])=[O:34])=[CH:38][CH:39]=1)=[O:63])[CH2:49][CH2:50][CH2:51][CH2:52][CH2:53][CH3:54]. (3) The product is: [O:12]=[C:8]1[NH:7][C:6]2[CH:13]=[C:2]([O:1][S:30]([C:33]([F:36])([F:35])[F:34])(=[O:32])=[O:31])[CH:3]=[CH:4][C:5]=2[CH2:11][CH2:10][NH:9]1. Given the reactants [OH:1][C:2]1[CH:3]=[CH:4][C:5]2[CH2:11][CH2:10][NH:9][C:8](=[O:12])[NH:7][C:6]=2[CH:13]=1.C(N(CC)C(C)C)(C)C.C1C=CC(N([S:30]([C:33]([F:36])([F:35])[F:34])(=[O:32])=[O:31])[S:30]([C:33]([F:36])([F:35])[F:34])(=[O:32])=[O:31])=CC=1, predict the reaction product. (4) Given the reactants [NH2:1][C:2]1[C:3]2[N:4]([C:8]([N:30]3[CH2:35][CH2:34][CH2:33][CH:32]([C:36]([O:38]C)=[O:37])[CH2:31]3)=[N:9][C:10]=2[C:11]2[CH:16]=[CH:15][C:14]([C:17](=[O:29])[NH:18][C:19]3[CH:24]=[C:23]([C:25]([F:28])([F:27])[F:26])[CH:22]=[CH:21][N:20]=3)=[CH:13][CH:12]=2)[CH:5]=[CH:6][N:7]=1.[Li+].[OH-], predict the reaction product. The product is: [NH2:1][C:2]1[C:3]2[N:4]([C:8]([N:30]3[CH2:35][CH2:34][CH2:33][CH:32]([C:36]([OH:38])=[O:37])[CH2:31]3)=[N:9][C:10]=2[C:11]2[CH:16]=[CH:15][C:14]([C:17](=[O:29])[NH:18][C:19]3[CH:24]=[C:23]([C:25]([F:27])([F:26])[F:28])[CH:22]=[CH:21][N:20]=3)=[CH:13][CH:12]=2)[CH:5]=[CH:6][N:7]=1. (5) Given the reactants [C:1]1([C:7]2[CH:8]=[C:9]([C:23]3[CH:24]=[N:25][CH:26]=[CH:27][CH:28]=3)[CH:10]=[C:11]([NH:13][C:14](=[O:22])OC3C=CC=CC=3)[CH:12]=2)[CH:6]=[CH:5][CH:4]=[CH:3][CH:2]=1.[CH3:29][O:30][C:31]1[CH:32]=[C:33]2[C:37](=[CH:38][C:39]=1[C:40]([F:43])([F:42])[F:41])[NH:36][CH2:35][CH2:34]2, predict the reaction product. The product is: [CH3:29][O:30][C:31]1[CH:32]=[C:33]2[C:37](=[CH:38][C:39]=1[C:40]([F:43])([F:41])[F:42])[N:36]([C:14](=[O:22])[NH:13][C:11]1[CH:12]=[C:7]([C:1]3[CH:6]=[CH:5][CH:4]=[CH:3][CH:2]=3)[CH:8]=[C:9]([C:23]3[CH:24]=[N:25][CH:26]=[CH:27][CH:28]=3)[CH:10]=1)[CH2:35][CH2:34]2. (6) The product is: [CH3:6][N:7]([CH2:8][C:30]1[N:34]2[CH:35]=[CH:36][CH:37]=[CH:38][C:33]2=[N:32][C:31]=1[CH2:39][N:40]([CH3:51])[C@@H:41]1[C:50]2[N:49]=[CH:48][CH:47]=[CH:46][C:45]=2[CH2:44][CH2:43][CH2:42]1)[CH3:3]. Given the reactants NC[C:3]1[N:7]2[CH:8]=CC=C[C:6]2=NC=1CN(C)[C@@H]1C2N=CC=CC=2CCC1.CN(C)CCC[C:30]1[N:34]2[CH:35]=[CH:36][CH:37]=[CH:38][C:33]2=[N:32][C:31]=1[CH2:39][N:40]([CH3:51])[C@@H:41]1[C:50]2[N:49]=[CH:48][CH:47]=[CH:46][C:45]=2[CH2:44][CH2:43][CH2:42]1, predict the reaction product. (7) Given the reactants [C:1]1([N:7]2[C:12](=[O:13])[C:11]([C:14]3[CH:19]=[CH:18][C:17]([F:20])=[CH:16][CH:15]=3)=[C:10]([O:21]C)[CH:9]=[N:8]2)[CH:6]=[CH:5][CH:4]=[CH:3][CH:2]=1.Br, predict the reaction product. The product is: [C:1]1([N:7]2[C:12](=[O:13])[C:11]([C:14]3[CH:19]=[CH:18][C:17]([F:20])=[CH:16][CH:15]=3)=[C:10]([OH:21])[CH:9]=[N:8]2)[CH:2]=[CH:3][CH:4]=[CH:5][CH:6]=1.